This data is from Full USPTO retrosynthesis dataset with 1.9M reactions from patents (1976-2016). The task is: Predict the reactants needed to synthesize the given product. Given the product [Cl:34][C:24]1[C:25]([NH:27][C:28]2[CH:32]=[C:31]([CH3:33])[NH:30][N:29]=2)=[N:26][C:21]([NH:4][C:3]2[C:2]([CH3:1])=[CH:8][C:7]([CH:9]3[CH2:10][CH2:11][C:12](=[O:16])[CH2:17][CH2:18]3)=[C:6]([CH3:19])[CH:5]=2)=[N:22][CH:23]=1, predict the reactants needed to synthesize it. The reactants are: [CH3:1][C:2]1[CH:8]=[C:7]([CH:9]2[CH2:18][CH2:17][C:12]3([O:16]CCO3)[CH2:11][CH2:10]2)[C:6]([CH3:19])=[CH:5][C:3]=1[NH2:4].Cl[C:21]1[N:26]=[C:25]([NH:27][C:28]2[CH:32]=[C:31]([CH3:33])[NH:30][N:29]=2)[C:24]([Cl:34])=[CH:23][N:22]=1.Cl.